From a dataset of Full USPTO retrosynthesis dataset with 1.9M reactions from patents (1976-2016). Predict the reactants needed to synthesize the given product. (1) Given the product [CH3:25][O:24][C:17]1[CH:16]=[C:15]([CH:4]([C:5]([O:7][CH2:8][CH3:9])=[O:6])[C:3]([O:11][CH2:12][CH3:13])=[O:10])[CH:20]=[CH:19][C:18]=1[N+:21]([O-:23])=[O:22], predict the reactants needed to synthesize it. The reactants are: [H-].[Na+].[C:3]([O:11][CH2:12][CH3:13])(=[O:10])[CH2:4][C:5]([O:7][CH2:8][CH3:9])=[O:6].F[C:15]1[CH:20]=[CH:19][C:18]([N+:21]([O-:23])=[O:22])=[C:17]([O:24][CH3:25])[CH:16]=1. (2) Given the product [CH3:34][C:31]1([CH3:33])[C:30]([CH3:35])([CH3:36])[O:29][B:28]([C:44]2[CH:45]=[C:46]([NH2:54])[CH:47]=[CH:48][C:49]=2[C:50]([F:52])([F:53])[F:51])[O:32]1, predict the reactants needed to synthesize it. The reactants are: C1(P(C2CCCCC2)C2CCCCC2)CCCCC1.[CH3:35][C:30]1([CH3:36])[C:31]([CH3:34])([CH3:33])[O:32][B:28]([B:28]2[O:32][C:31]([CH3:34])([CH3:33])[C:30]([CH3:36])([CH3:35])[O:29]2)[O:29]1.CC([O-])=O.[K+].Cl[C:44]1[CH:45]=[C:46]([NH2:54])[CH:47]=[CH:48][C:49]=1[C:50]([F:53])([F:52])[F:51]. (3) Given the product [Br:1][C:2]1[CH:3]=[C:4]([C@H:8]([NH:23][CH3:22])[CH2:9][N:10]2[CH2:14][CH2:13][C@H:12]([F:15])[CH2:11]2)[CH:5]=[CH:6][CH:7]=1, predict the reactants needed to synthesize it. The reactants are: [Br:1][C:2]1[CH:3]=[C:4]([C@H:8](O)[CH2:9][N:10]2[CH2:14][CH2:13][C@H:12]([F:15])[CH2:11]2)[CH:5]=[CH:6][CH:7]=1.CS(Cl)(=O)=O.[CH3:22][NH2:23]. (4) Given the product [ClH:1].[NH2:2][C:3]1([C:9]([O:11][CH3:12])=[O:10])[CH2:8][CH2:7][S:6][CH2:5][CH2:4]1, predict the reactants needed to synthesize it. The reactants are: [ClH:1].[NH2:2][C:3]1([C:9]([OH:11])=[O:10])[CH2:8][CH2:7][S:6][CH2:5][CH2:4]1.[CH3:12]O. (5) Given the product [Cl:22][C:23]1[CH:24]=[C:25]2[C:29](=[CH:30][CH:31]=1)[NH:28][C:27](=[O:32])[C:26]2=[CH:20][C:3]1[NH:4][C:5]2[CH2:11][CH2:10][CH2:9][N:8]([CH2:12][CH2:13][N:14]3[CH2:15][CH2:16][CH2:17][CH2:18]3)[C:7](=[O:19])[C:6]=2[C:2]=1[CH3:1], predict the reactants needed to synthesize it. The reactants are: [CH3:1][C:2]1[C:6]2[C:7](=[O:19])[N:8]([CH2:12][CH2:13][N:14]3[CH2:18][CH2:17][CH2:16][CH2:15]3)[CH2:9][CH2:10][CH2:11][C:5]=2[NH:4][C:3]=1[CH:20]=O.[Cl:22][C:23]1[CH:24]=[C:25]2[C:29](=[CH:30][CH:31]=1)[NH:28][C:27](=[O:32])[CH2:26]2.